This data is from Peptide-MHC class I binding affinity with 185,985 pairs from IEDB/IMGT. The task is: Regression. Given a peptide amino acid sequence and an MHC pseudo amino acid sequence, predict their binding affinity value. This is MHC class I binding data. (1) The peptide sequence is FPRDPVSTF. The MHC is HLA-A02:16 with pseudo-sequence HLA-A02:16. The binding affinity (normalized) is 0.0847. (2) The peptide sequence is AEYEENKI. The MHC is Mamu-A11 with pseudo-sequence Mamu-A11. The binding affinity (normalized) is 0.582. (3) The peptide sequence is MVMCGGSLY. The MHC is Patr-A0101 with pseudo-sequence Patr-A0101. The binding affinity (normalized) is 0.387. (4) The peptide sequence is ATAGLHLGF. The MHC is HLA-A32:01 with pseudo-sequence HLA-A32:01. The binding affinity (normalized) is 0.951. (5) The peptide sequence is RKLTNPANK. The MHC is HLA-B27:03 with pseudo-sequence HLA-B27:03. The binding affinity (normalized) is 0.0847. (6) The peptide sequence is LYFIKGLNNL. The MHC is HLA-A24:02 with pseudo-sequence HLA-A24:02. The binding affinity (normalized) is 0.620. (7) The peptide sequence is QLVWMACHSAA. The MHC is HLA-A02:03 with pseudo-sequence HLA-A02:03. The binding affinity (normalized) is 0.457.